Predict the reactants needed to synthesize the given product. From a dataset of Full USPTO retrosynthesis dataset with 1.9M reactions from patents (1976-2016). (1) Given the product [F:24][C:25]1([F:29])[CH2:28][N:27]([C:16]([C:15]2[CH:19]=[CH:20][C:12]([C:9]3[CH:10]=[CH:11][C:6]4[N:7]([C:3]([C:2]([F:1])([F:21])[F:22])=[N:4][N:5]=4)[CH:8]=3)=[CH:13][CH:14]=2)=[O:17])[CH2:26]1, predict the reactants needed to synthesize it. The reactants are: [F:1][C:2]([F:22])([F:21])[C:3]1[N:7]2[CH:8]=[C:9]([C:12]3[CH:20]=[CH:19][C:15]([C:16](O)=[O:17])=[CH:14][CH:13]=3)[CH:10]=[CH:11][C:6]2=[N:5][N:4]=1.Cl.[F:24][C:25]1([F:29])[CH2:28][NH:27][CH2:26]1.C(N(C(C)C)CC)(C)C.CN(C(ON1N=NC2C=CC=NC1=2)=[N+](C)C)C.F[P-](F)(F)(F)(F)F. (2) Given the product [ClH:20].[ClH:20].[CH3:30][N:31]1[CH2:36][CH2:35][N:34]([CH2:19][CH2:18][O:17][C:14]2[CH:15]=[C:16]3[C:11](=[CH:12][CH:13]=2)[O:10][C:9]([C:21]2[N:26]=[CH:25][N:24]4[CH:27]=[CH:28][CH:29]=[C:23]4[CH:22]=2)=[CH:8][C:7]3=[N:6][OH:5])[CH2:33][CH2:32]1, predict the reactants needed to synthesize it. The reactants are: C([O:5][N:6]=[C:7]1[C:16]2[C:11](=[CH:12][CH:13]=[C:14]([O:17][CH2:18][CH2:19][Cl:20])[CH:15]=2)[O:10][C:9]([C:21]2[N:26]=[CH:25][N:24]3[CH:27]=[CH:28][CH:29]=[C:23]3[CH:22]=2)=[CH:8]1)(C)(C)C.[CH3:30][N:31]1[CH2:36][CH2:35][NH:34][CH2:33][CH2:32]1. (3) Given the product [CH2:37]([O:39][C:6]1[CH:5]=[C:4]([N:12]2[C:16]([C:17]3[CH:22]=[CH:21][C:20]([C:23]4[O:24][CH:25]=[CH:26][CH:27]=4)=[CH:19][CH:18]=3)=[CH:15][C:14]([C:28]([OH:30])=[O:29])=[N:13]2)[CH:3]=[CH:2][C:7]=1[S:8]([CH3:11])(=[O:9])=[O:10])[CH3:38], predict the reactants needed to synthesize it. The reactants are: F[C:2]1[CH:3]=[C:4]([N:12]2[C:16]([C:17]3[CH:22]=[CH:21][C:20]([C:23]4[O:24][CH:25]=[CH:26][CH:27]=4)=[CH:19][CH:18]=3)=[CH:15][C:14]([C:28]([O:30]CC)=[O:29])=[N:13]2)[CH:5]=[CH:6][C:7]=1[S:8]([CH3:11])(=[O:10])=[O:9].[OH-].[Na+].O.Cl.[CH2:37]([OH:39])[CH3:38]. (4) Given the product [CH2:33]([N:25]([CH2:26][C:27]1[CH:32]=[CH:31][CH:30]=[CH:29][CH:28]=1)[CH2:24][C:7]([F:14])([F:13])[C:8]([O:10][CH2:11][CH3:12])=[O:9])[C:34]1[CH:39]=[CH:38][CH:37]=[CH:36][CH:35]=1, predict the reactants needed to synthesize it. The reactants are: C[Si](Cl)(C)C.Br[C:7]([F:14])([F:13])[C:8]([O:10][CH2:11][CH3:12])=[O:9].N1([CH2:24][N:25]([CH2:33][C:34]2[CH:39]=[CH:38][CH:37]=[CH:36][CH:35]=2)[CH2:26][C:27]2[CH:32]=[CH:31][CH:30]=[CH:29][CH:28]=2)C2C=CC=CC=2N=N1. (5) Given the product [C:24]([O:27][C:28]([CH3:33])([CH3:32])[C:29](=[O:30])[NH:12][C:11]1[CH:13]=[CH:14][CH:15]=[C:9]([B:4]2[O:3][C:2]([CH3:16])([CH3:1])[C:6]([CH3:7])([CH3:8])[O:5]2)[CH:10]=1)(=[O:26])[CH3:25], predict the reactants needed to synthesize it. The reactants are: [CH3:1][C:2]1([CH3:16])[C:6]([CH3:8])([CH3:7])[O:5][B:4]([C:9]2[CH:10]=[C:11]([CH:13]=[CH:14][CH:15]=2)[NH2:12])[O:3]1.C(N(CC)CC)C.[C:24]([O:27][C:28]([CH3:33])([CH3:32])[C:29](Cl)=[O:30])(=[O:26])[CH3:25]. (6) Given the product [Br:1][C:32]1[N:21]2[CH:22]=[C:23]([CH:27]([CH2:30][CH3:31])[CH2:28][CH3:29])[CH:24]=[C:25]([CH3:26])[C:20]2=[N:19][C:18]=1[C:11]1[CH:12]=[CH:13][C:14]([O:16][CH3:17])=[CH:15][C:10]=1[Cl:9], predict the reactants needed to synthesize it. The reactants are: [Br:1]N1C(=O)CCC1=O.[Cl:9][C:10]1[CH:15]=[C:14]([O:16][CH3:17])[CH:13]=[CH:12][C:11]=1[C:18]1[N:19]=[C:20]2[C:25]([CH3:26])=[CH:24][C:23]([CH:27]([CH2:30][CH3:31])[CH2:28][CH3:29])=[CH:22][N:21]2[CH:32]=1. (7) Given the product [Cl:1][C:2]1[CH:42]=[CH:41][C:5]([CH2:6][O:7][CH:8]2[CH:13]([C:14]3[CH:19]=[CH:18][C:17]([O:20][CH2:21][CH2:22][CH2:23][O:24][CH2:25][C:26]4[CH:31]=[CH:30][CH:29]=[CH:28][C:27]=4[O:32][CH3:33])=[CH:16][CH:15]=3)[CH2:12][CH2:11][N:10]([C:34]([O:36][C:37]([CH3:39])([CH3:40])[CH3:38])=[O:35])[CH2:9]2)=[CH:4][C:3]=1[O:43][CH2:51][CH2:52][CH2:53][O:54][CH3:55], predict the reactants needed to synthesize it. The reactants are: [Cl:1][C:2]1[CH:42]=[CH:41][C:5]([CH2:6][O:7][CH:8]2[CH:13]([C:14]3[CH:19]=[CH:18][C:17]([O:20][CH2:21][CH2:22][CH2:23][O:24][CH2:25][C:26]4[CH:31]=[CH:30][CH:29]=[CH:28][C:27]=4[O:32][CH3:33])=[CH:16][CH:15]=3)[CH2:12][CH2:11][N:10]([C:34]([O:36][C:37]([CH3:40])([CH3:39])[CH3:38])=[O:35])[CH2:9]2)=[CH:4][C:3]=1[OH:43].C(=O)([O-])[O-].[K+].[K+].Cl[CH2:51][CH2:52][CH2:53][O:54][CH3:55].[I-].[K+].C(=O)([O-])O.[Na+].